Dataset: Full USPTO retrosynthesis dataset with 1.9M reactions from patents (1976-2016). Task: Predict the reactants needed to synthesize the given product. (1) The reactants are: [CH3:1][N:2]1[C:7](=O)[C:6]2=[C:9]([NH:25][C:26]3[CH:31]=[CH:30][CH:29]=[CH:28][CH:27]=3)[N:10]([CH2:12][C:13]3[CH:18]=[CH:17][C:16]([C:19]4[CH:24]=[CH:23][CH:22]=[CH:21][N:20]=4)=[CH:15][CH:14]=3)[N:11]=[C:5]2[N:4]2[C@H:32]3[CH2:37][CH2:36][CH2:35][C@H:33]3[N:34]=[C:3]12.CC(C[AlH]CC(C)C)C. Given the product [CH3:1][N:2]1[CH2:7][C:6]2=[C:9]([NH:25][C:26]3[CH:27]=[CH:28][CH:29]=[CH:30][CH:31]=3)[N:10]([CH2:12][C:13]3[CH:14]=[CH:15][C:16]([C:19]4[CH:24]=[CH:23][CH:22]=[CH:21][N:20]=4)=[CH:17][CH:18]=3)[N:11]=[C:5]2[N:4]2[C@H:32]3[CH2:37][CH2:36][CH2:35][C@H:33]3[N:34]=[C:3]12, predict the reactants needed to synthesize it. (2) Given the product [CH:97]1[CH:98]=[C:99]2[C:92]([C:91]3[C:1]([C:2]([CH2:3][C:4]4[CH:5]=[CH:6][N:7]=[CH:8][CH:54]=4)([CH2:49][C:50]4[CH:35]=[CH:36][N:37]=[CH:38][CH:45]=4)[C:100]2=[CH:101][CH:102]=1)=[CH:87][CH:88]=[CH:89][CH:90]=3)=[O:94], predict the reactants needed to synthesize it. The reactants are: [CH3:1][N:2]1C(=O)CN=C(C2C=CC=CC=2)[C:8]2[CH:7]=[C:6](Cl)[CH:5]=[CH:4][C:3]1=2.C1C=CC(C(N[CH2:35][CH2:36][NH:37][CH:38]([C:45]2[CH:50]=[CH:49]C=CC=2)C2C=CC=CC=2)C2C=CC=CC=2)=CC=1.Cl.Cl.N[C@@H:54](C(O)=O)CCSC.C1N(COC(CO)CO)C2N=C(N)N=C(O)C=2N=1.C1C(/C=[CH:87]/[C:88]2C=[C:92]([OH:94])[CH:91]=[C:90](O)[CH:89]=2)=CC=C(O)C=1.[CH2:97]1[C@H:102](N)[C@@H:101](O[C@H]2O[C@H](CN)[C@@H](O)[C@H](O)[C@H]2N)[C@H:100](O[C@@H]2O[C@H](CO)[C@@H](O[C@H]3O[C@@H](CN)[C@@H](O)[C@H](O)[C@H]3N)[C@H]2O)[C@@H:99](O)[C@@H:98]1N. (3) Given the product [CH2:1]([N:8]([CH2:21][CH2:22][C:23](=[O:25])[CH2:24][Br:26])[S:9]([C:12]1[CH:17]=[CH:16][CH:15]=[CH:14][C:13]=1[N+:18]([O-:20])=[O:19])(=[O:10])=[O:11])[C:2]1[CH:3]=[CH:4][CH:5]=[CH:6][CH:7]=1, predict the reactants needed to synthesize it. The reactants are: [CH2:1]([N:8]([CH2:21][CH2:22][C:23](=[O:25])[CH3:24])[S:9]([C:12]1[CH:17]=[CH:16][CH:15]=[CH:14][C:13]=1[N+:18]([O-:20])=[O:19])(=[O:11])=[O:10])[C:2]1[CH:7]=[CH:6][CH:5]=[CH:4][CH:3]=1.[Br:26]Br.O.